From a dataset of Reaction yield outcomes from USPTO patents with 853,638 reactions. Predict the reaction yield, written as a fraction of the theoretical maximum amount of product (1.0 means a 100% yield; for example, 0.34 means a 34% yield). (1) The product is [F:27][C:21]1[CH:22]=[C:23]([F:26])[CH:24]=[CH:25][C:20]=1[N:16]1[C:15]([C:9]2[S:8][C:7]3[C:6]4[N:28]=[C:2]([NH:29][CH:30]5[CH2:35][CH2:34][N:33]([C:36](=[O:38])[CH3:37])[CH2:32][CH2:31]5)[CH:3]=[CH:4][C:5]=4[O:14][CH2:13][CH2:12][C:11]=3[CH:10]=2)=[N:19][CH:18]=[N:17]1. The catalyst is CC([O-])=O.CC([O-])=O.[Pd+2].O1CCOCC1. The yield is 0.440. The reactants are Cl[C:2]1[CH:3]=[CH:4][C:5]2[O:14][CH2:13][CH2:12][C:11]3[CH:10]=[C:9]([C:15]4[N:16]([C:20]5[CH:25]=[CH:24][C:23]([F:26])=[CH:22][C:21]=5[F:27])[N:17]=[CH:18][N:19]=4)[S:8][C:7]=3[C:6]=2[N:28]=1.[NH2:29][CH:30]1[CH2:35][CH2:34][N:33]([C:36](=[O:38])[CH3:37])[CH2:32][CH2:31]1.CC(C1C=C(C(C)C)C(C2C=CC=CC=2P(C2CCCCC2)C2CCCCC2)=C(C(C)C)C=1)C.C(O[Na])(C)(C)C. (2) The yield is 0.600. The catalyst is C1C=CC([P]([Pd]([P](C2C=CC=CC=2)(C2C=CC=CC=2)C2C=CC=CC=2)([P](C2C=CC=CC=2)(C2C=CC=CC=2)C2C=CC=CC=2)[P](C2C=CC=CC=2)(C2C=CC=CC=2)C2C=CC=CC=2)(C2C=CC=CC=2)C2C=CC=CC=2)=CC=1.O.O1CCOCC1. The reactants are Br[C:2]1[CH:7]=[CH:6][CH:5]=[C:4](Br)[C:3]=1[C:9]1[N:10]([CH2:24][C:25]2[CH:30]=[CH:29][C:28]([C:31]([CH3:34])([CH3:33])[CH3:32])=[CH:27][CH:26]=2)[C:11](=[O:23])[C:12]([C:16]([NH:18][CH2:19][C:20]([OH:22])=[O:21])=[O:17])=[C:13]([OH:15])[N:14]=1.[C:35]1(B(O)O)[CH:40]=[CH:39][CH:38]=[CH:37][CH:36]=1.C(=O)([O-])[O-].[Na+].[Na+].[OH-].[Na+]. The product is [CH3:34][C:31]([C:28]1[CH:27]=[CH:26][C:25]([CH2:24][N:10]2[C:11](=[O:23])[C:12]([C:16]([NH:18][CH2:19][C:20]([OH:22])=[O:21])=[O:17])=[C:13]([OH:15])[N:14]=[C:9]2[C:3]2[C:2]([C:35]3[CH:40]=[CH:39][CH:38]=[CH:37][CH:36]=3)=[CH:7][CH:6]=[CH:5][C:4]=2[C:2]2[CH:7]=[CH:6][CH:5]=[CH:4][CH:3]=2)=[CH:30][CH:29]=1)([CH3:32])[CH3:33]. (3) The reactants are [Cl:1][C:2]1[C:3]([O:12][C:13]2[CH:18]=[C:17]([O:19][CH2:20][CH2:21][O:22][CH3:23])[CH:16]=[CH:15][C:14]=2[CH2:24][CH2:25][C:26](O)=[O:27])=[N:4][CH:5]=[C:6]([C:8]([F:11])([F:10])[F:9])[CH:7]=1.[CH2:29]([N:35]([CH3:40])[S:36]([NH2:39])(=[O:38])=[O:37])[CH2:30][CH2:31][CH2:32][CH2:33][CH3:34].N12CCCN=C1CCCCC2.Cl. The catalyst is O1CCCC1.C(OCC)(=O)C. The product is [Cl:1][C:2]1[C:3]([O:12][C:13]2[CH:18]=[C:17]([O:19][CH2:20][CH2:21][O:22][CH3:23])[CH:16]=[CH:15][C:14]=2[CH2:24][CH2:25][C:26]([NH:39][S:36]([N:35]([CH2:29][CH2:30][CH2:31][CH2:32][CH2:33][CH3:34])[CH3:40])(=[O:38])=[O:37])=[O:27])=[N:4][CH:5]=[C:6]([C:8]([F:11])([F:10])[F:9])[CH:7]=1. The yield is 0.0800.